Dataset: Drug-target binding data from BindingDB using Ki measurements. Task: Regression. Given a target protein amino acid sequence and a drug SMILES string, predict the binding affinity score between them. We predict pKi (pKi = -log10(Ki in M); higher means stronger inhibition). Dataset: bindingdb_ki. (1) The pKi is 7.5. The target protein (Q02156) has sequence MVVFNGLLKIKICEAVSLKPTAWSLRHAVGPRPQTFLLDPYIALNVDDSRIGQTATKQKTNSPAWHDEFVTDVCNGRKIELAVFHDAPIGYDDFVANCTIQFEELLQNGSRHFEDWIDLEPEGRVYVIIDLSGSSGEAPKDNEERVFRERMRPRKRQGAVRRRVHQVNGHKFMATYLRQPTYCSHCRDFIWGVIGKQGYQCQVCTCVVHKRCHELIITKCAGLKKQETPDQVGSQRFSVNMPHKFGIHNYKVPTFCDHCGSLLWGLLRQGLQCKVCKMNVHRRCETNVAPNCGVDARGIAKVLADLGVTPDKITNSGQRRKKLIAGAESPQPASGSSPSEEDRSKSAPTSPCDQEIKELENNIRKALSFDNRGEEHRAASSPDGQLMSPGENGEVRQGQAKRLGLDEFNFIKVLGKGSFGKVMLAELKGKDEVYAVKVLKKDVILQDDDVDCTMTEKRILALARKHPYLTQLYCCFQTKDRLFFVMEYVNGGDLMFQIQR.... The small molecule is CCCCCCn1cc2c3c(cccc31)N(C)[C@@H](C(C)C)C(=O)N[C@H](CO)CC2. (2) The small molecule is CCCCC/C=C(\NC(=O)CC(C)C)C(=O)O. The target protein (P22412) has sequence MWTSWWLWPLVAVCAADQFRDLAVRIMQDTPVIDGHNDLPWQLLNLFNNQLQDPGANLSSLAHTHTNIPKLKAGFVGGQFWSAYVPCDTQNRDAVKRTLEQIDVIQRMCQAYPETFACVTSSTGIRQAFREGKVASLVGVEGGHSIDSSLGVLRALYHLGMRYMTLTHSCNTPWADNWLVDTGDDKAQSQGLSHFGQSVVKEMNRLGVMIDLAHVSVATMRAALKLSQAPVIFSHSSAYSLCPHRRNVPDDVLQLVKETGSLVMVNFYNDYVSCSAKANLSQVADHLDHIKKVAGAAAVGFGGDYDGVSRVPSGLEDVSKYPDLVAELLRRQWTEAEVRGALADNLLRVFEAVEQASNHAQVPGEEPIPLGQLEASCRTNYGYSAAPSLHLPPGSLLASLVPLLLLSLP. The pKi is 5.6. (3) The compound is CNCC[C@@H](Oc1ccc(C(F)(F)F)cc1)c1ccccc1. The target protein (P32120) has sequence MGEKPGTRVFKKSSPNCKLTVYLGKRDFVDHLDKVDPVDGVVLVDPDYLKDRKVFVTLTCAFRYGREDLDVLGLSFRKDLFIANYQAFPPTPNPPRPPTRLQERLLRKLGQHAHPFFFTIPQNLPCSVTLQPGPEDTGKACGVDFEIRAFCAKSLEEKSHKRNSVRLVIRKVQFAPEKPGPQPSAETTRHFLMSDRSLHLEASLDKELYYHGEPLNVNVHVTNNSTKTVKKIKVSVRQYADICLFSTAQYKCPVAQVEQDDQVSPSSTFCKVYTITPLLSNNREKRGLALDGKLKHEDTNLASSTIVKEGANKEVLGILVSYRVKVKLVVSRGGDVSVELPFVLMHPKPHDHIALPRPQSAATHPPTLLPSAVPETDAPVDTNLIEFETNYATDDDIVFEDFARLRLKGLKDEDYDDQFC. The pKi is 5.4.